From a dataset of Forward reaction prediction with 1.9M reactions from USPTO patents (1976-2016). Predict the product of the given reaction. Given the reactants [C:1]([C:3]1[CH:8]=[C:7]([O:9][CH3:10])[C:6]([O:11][CH2:12][CH2:13][O:14][CH3:15])=[CH:5][C:4]=1[N:16]=[CH:17][N:18](C)C)#[N:2].[CH3:21][O:22][C:23]1[C:29]([O:30][CH3:31])=[CH:28][C:27]([O:32][CH3:33])=[CH:26][C:24]=1N, predict the reaction product. The product is: [CH3:10][O:9][C:7]1[CH:8]=[C:3]2[C:4](=[CH:5][C:6]=1[O:11][CH2:12][CH2:13][O:14][CH3:15])[N:16]=[CH:17][N:18]=[C:1]2[NH:2][C:24]1[CH:26]=[C:27]([O:32][CH3:33])[CH:28]=[C:29]([O:30][CH3:31])[C:23]=1[O:22][CH3:21].